Dataset: NCI-60 drug combinations with 297,098 pairs across 59 cell lines. Task: Regression. Given two drug SMILES strings and cell line genomic features, predict the synergy score measuring deviation from expected non-interaction effect. (1) Drug 1: C1=CC(=C2C(=C1NCCNCCO)C(=O)C3=C(C=CC(=C3C2=O)O)O)NCCNCCO. Drug 2: C1=C(C(=O)NC(=O)N1)F. Cell line: NCI/ADR-RES. Synergy scores: CSS=25.4, Synergy_ZIP=-13.4, Synergy_Bliss=-12.2, Synergy_Loewe=-9.36, Synergy_HSA=-9.27. (2) Drug 1: CC12CCC3C(C1CCC2O)C(CC4=C3C=CC(=C4)O)CCCCCCCCCS(=O)CCCC(C(F)(F)F)(F)F. Drug 2: CC1=C2C(C(=O)C3(C(CC4C(C3C(C(C2(C)C)(CC1OC(=O)C(C(C5=CC=CC=C5)NC(=O)OC(C)(C)C)O)O)OC(=O)C6=CC=CC=C6)(CO4)OC(=O)C)O)C)O. Cell line: LOX IMVI. Synergy scores: CSS=34.5, Synergy_ZIP=19.3, Synergy_Bliss=23.3, Synergy_Loewe=14.1, Synergy_HSA=17.1. (3) Drug 1: CC1=C(N=C(N=C1N)C(CC(=O)N)NCC(C(=O)N)N)C(=O)NC(C(C2=CN=CN2)OC3C(C(C(C(O3)CO)O)O)OC4C(C(C(C(O4)CO)O)OC(=O)N)O)C(=O)NC(C)C(C(C)C(=O)NC(C(C)O)C(=O)NCCC5=NC(=CS5)C6=NC(=CS6)C(=O)NCCC[S+](C)C)O. Drug 2: C1=CC=C(C(=C1)C(C2=CC=C(C=C2)Cl)C(Cl)Cl)Cl. Cell line: HCC-2998. Synergy scores: CSS=-5.32, Synergy_ZIP=12.9, Synergy_Bliss=23.4, Synergy_Loewe=-3.44, Synergy_HSA=1.39. (4) Drug 1: CC1=C(C=C(C=C1)NC(=O)C2=CC=C(C=C2)CN3CCN(CC3)C)NC4=NC=CC(=N4)C5=CN=CC=C5. Drug 2: CCC1=C2CN3C(=CC4=C(C3=O)COC(=O)C4(CC)O)C2=NC5=C1C=C(C=C5)O. Cell line: BT-549. Synergy scores: CSS=12.3, Synergy_ZIP=2.14, Synergy_Bliss=3.06, Synergy_Loewe=-26.2, Synergy_HSA=-3.89. (5) Drug 2: CC1C(C(CC(O1)OC2CC(CC3=C2C(=C4C(=C3O)C(=O)C5=CC=CC=C5C4=O)O)(C(=O)C)O)N)O. Drug 1: CC1C(C(CC(O1)OC2CC(CC3=C2C(=C4C(=C3O)C(=O)C5=C(C4=O)C(=CC=C5)OC)O)(C(=O)C)O)N)O.Cl. Synergy scores: CSS=60.4, Synergy_ZIP=1.85, Synergy_Bliss=0.949, Synergy_Loewe=-14.2, Synergy_HSA=3.52. Cell line: MOLT-4. (6) Drug 1: C1CCC(C1)C(CC#N)N2C=C(C=N2)C3=C4C=CNC4=NC=N3. Drug 2: C1CN1P(=S)(N2CC2)N3CC3. Cell line: SN12C. Synergy scores: CSS=20.0, Synergy_ZIP=-9.01, Synergy_Bliss=-4.08, Synergy_Loewe=-2.67, Synergy_HSA=-1.94. (7) Drug 1: CS(=O)(=O)C1=CC(=C(C=C1)C(=O)NC2=CC(=C(C=C2)Cl)C3=CC=CC=N3)Cl. Drug 2: CC1=C2C(C(=O)C3(C(CC4C(C3C(C(C2(C)C)(CC1OC(=O)C(C(C5=CC=CC=C5)NC(=O)OC(C)(C)C)O)O)OC(=O)C6=CC=CC=C6)(CO4)OC(=O)C)O)C)O. Cell line: MDA-MB-435. Synergy scores: CSS=57.0, Synergy_ZIP=9.03, Synergy_Bliss=6.38, Synergy_Loewe=-40.6, Synergy_HSA=2.44. (8) Drug 1: C1=CC(=CC=C1CCC2=CNC3=C2C(=O)NC(=N3)N)C(=O)NC(CCC(=O)O)C(=O)O. Drug 2: C(CN)CNCCSP(=O)(O)O. Cell line: SF-539. Synergy scores: CSS=35.1, Synergy_ZIP=0.318, Synergy_Bliss=-1.61, Synergy_Loewe=-28.9, Synergy_HSA=-2.20. (9) Drug 1: C1=CN(C=N1)CC(O)(P(=O)(O)O)P(=O)(O)O. Drug 2: CN1C2=C(C=C(C=C2)N(CCCl)CCCl)N=C1CCCC(=O)O.Cl. Cell line: HOP-62. Synergy scores: CSS=0.0705, Synergy_ZIP=3.37, Synergy_Bliss=5.77, Synergy_Loewe=3.97, Synergy_HSA=-0.425. (10) Drug 1: CCC1(CC2CC(C3=C(CCN(C2)C1)C4=CC=CC=C4N3)(C5=C(C=C6C(=C5)C78CCN9C7C(C=CC9)(C(C(C8N6C)(C(=O)OC)O)OC(=O)C)CC)OC)C(=O)OC)O.OS(=O)(=O)O. Drug 2: C(CCl)NC(=O)N(CCCl)N=O. Cell line: ACHN. Synergy scores: CSS=3.56, Synergy_ZIP=-1.42, Synergy_Bliss=-2.89, Synergy_Loewe=-0.764, Synergy_HSA=-2.23.